Dataset: NCI-60 drug combinations with 297,098 pairs across 59 cell lines. Task: Regression. Given two drug SMILES strings and cell line genomic features, predict the synergy score measuring deviation from expected non-interaction effect. (1) Drug 1: CNC(=O)C1=NC=CC(=C1)OC2=CC=C(C=C2)NC(=O)NC3=CC(=C(C=C3)Cl)C(F)(F)F. Drug 2: CC1=C(C(=O)C2=C(C1=O)N3CC4C(C3(C2COC(=O)N)OC)N4)N. Cell line: DU-145. Synergy scores: CSS=40.7, Synergy_ZIP=-1.28, Synergy_Bliss=-0.152, Synergy_Loewe=-18.6, Synergy_HSA=1.58. (2) Drug 1: CC(CN1CC(=O)NC(=O)C1)N2CC(=O)NC(=O)C2. Drug 2: C1CCC(C(C1)N)N.C(=O)(C(=O)[O-])[O-].[Pt+4]. Cell line: SF-268. Synergy scores: CSS=18.4, Synergy_ZIP=-5.52, Synergy_Bliss=0.652, Synergy_Loewe=0.528, Synergy_HSA=1.78. (3) Drug 1: COC1=CC(=CC(=C1O)OC)C2C3C(COC3=O)C(C4=CC5=C(C=C24)OCO5)OC6C(C(C7C(O6)COC(O7)C8=CC=CS8)O)O. Drug 2: CCC1(CC2CC(C3=C(CCN(C2)C1)C4=CC=CC=C4N3)(C5=C(C=C6C(=C5)C78CCN9C7C(C=CC9)(C(C(C8N6C=O)(C(=O)OC)O)OC(=O)C)CC)OC)C(=O)OC)O.OS(=O)(=O)O. Cell line: SNB-19. Synergy scores: CSS=51.4, Synergy_ZIP=-2.57, Synergy_Bliss=2.48, Synergy_Loewe=4.21, Synergy_HSA=5.05. (4) Drug 1: CCC1=C2CN3C(=CC4=C(C3=O)COC(=O)C4(CC)O)C2=NC5=C1C=C(C=C5)O. Drug 2: CC1CCC2CC(C(=CC=CC=CC(CC(C(=O)C(C(C(=CC(C(=O)CC(OC(=O)C3CCCCN3C(=O)C(=O)C1(O2)O)C(C)CC4CCC(C(C4)OC)OCCO)C)C)O)OC)C)C)C)OC. Cell line: NCI-H226. Synergy scores: CSS=6.18, Synergy_ZIP=-1.45, Synergy_Bliss=0.908, Synergy_Loewe=-1.97, Synergy_HSA=1.23. (5) Drug 1: C#CCC(CC1=CN=C2C(=N1)C(=NC(=N2)N)N)C3=CC=C(C=C3)C(=O)NC(CCC(=O)O)C(=O)O. Drug 2: CS(=O)(=O)OCCCCOS(=O)(=O)C. Cell line: HCT116. Synergy scores: CSS=63.6, Synergy_ZIP=4.05, Synergy_Bliss=4.03, Synergy_Loewe=-14.4, Synergy_HSA=5.77. (6) Drug 1: CC1=CC2C(CCC3(C2CCC3(C(=O)C)OC(=O)C)C)C4(C1=CC(=O)CC4)C. Drug 2: CC1C(C(CC(O1)OC2CC(CC3=C2C(=C4C(=C3O)C(=O)C5=CC=CC=C5C4=O)O)(C(=O)C)O)N)O. Cell line: HOP-62. Synergy scores: CSS=38.5, Synergy_ZIP=-0.956, Synergy_Bliss=-4.09, Synergy_Loewe=-54.6, Synergy_HSA=-5.04. (7) Drug 1: C1CC(C1)(C(=O)O)C(=O)O.[NH2-].[NH2-].[Pt+2]. Drug 2: CCC1=C2CN3C(=CC4=C(C3=O)COC(=O)C4(CC)O)C2=NC5=C1C=C(C=C5)O. Cell line: UACC-257. Synergy scores: CSS=15.0, Synergy_ZIP=-2.55, Synergy_Bliss=3.35, Synergy_Loewe=2.29, Synergy_HSA=2.63. (8) Drug 1: CC1=CC2C(CCC3(C2CCC3(C(=O)C)OC(=O)C)C)C4(C1=CC(=O)CC4)C. Drug 2: CC1C(C(CC(O1)OC2CC(CC3=C2C(=C4C(=C3O)C(=O)C5=C(C4=O)C(=CC=C5)OC)O)(C(=O)CO)O)N)O.Cl. Cell line: HCT-15. Synergy scores: CSS=37.9, Synergy_ZIP=6.27, Synergy_Bliss=7.42, Synergy_Loewe=-7.09, Synergy_HSA=8.32. (9) Drug 1: COC1=C(C=C2C(=C1)N=CN=C2NC3=CC(=C(C=C3)F)Cl)OCCCN4CCOCC4. Drug 2: C(CC(=O)O)C(=O)CN.Cl. Cell line: NCI/ADR-RES. Synergy scores: CSS=27.3, Synergy_ZIP=-3.50, Synergy_Bliss=4.27, Synergy_Loewe=-19.6, Synergy_HSA=4.38.